Dataset: NCI-60 drug combinations with 297,098 pairs across 59 cell lines. Task: Regression. Given two drug SMILES strings and cell line genomic features, predict the synergy score measuring deviation from expected non-interaction effect. (1) Drug 1: CS(=O)(=O)CCNCC1=CC=C(O1)C2=CC3=C(C=C2)N=CN=C3NC4=CC(=C(C=C4)OCC5=CC(=CC=C5)F)Cl. Drug 2: CN(CC1=CN=C2C(=N1)C(=NC(=N2)N)N)C3=CC=C(C=C3)C(=O)NC(CCC(=O)O)C(=O)O. Cell line: K-562. Synergy scores: CSS=42.3, Synergy_ZIP=-0.179, Synergy_Bliss=-3.73, Synergy_Loewe=-29.9, Synergy_HSA=-1.85. (2) Drug 1: C1=CN(C(=O)N=C1N)C2C(C(C(O2)CO)O)O.Cl. Drug 2: C1CN(CCN1C(=O)CCBr)C(=O)CCBr. Cell line: SN12C. Synergy scores: CSS=18.9, Synergy_ZIP=-7.70, Synergy_Bliss=2.32, Synergy_Loewe=-4.04, Synergy_HSA=2.59.